From a dataset of Full USPTO retrosynthesis dataset with 1.9M reactions from patents (1976-2016). Predict the reactants needed to synthesize the given product. (1) Given the product [N:6]([CH2:5][CH2:4][CH2:3][C:2]([CH3:15])([CH3:1])[CH2:7][O:8][CH:9]1[CH2:14][CH2:13][CH2:12][CH2:11][O:10]1)=[C:24]=[O:26], predict the reactants needed to synthesize it. The reactants are: [CH3:1][C:2]([CH3:15])([CH2:7][O:8][CH:9]1[CH2:14][CH2:13][CH2:12][CH2:11][O:10]1)[CH2:3][CH2:4][CH2:5][NH2:6].CCN(CC)CC.Cl[C:24](Cl)([O:26]C(=O)OC(Cl)(Cl)Cl)Cl. (2) Given the product [NH:23]1[CH2:24][CH2:25][C@H:22]1[C:20]([NH:19][CH2:18][C:17]1[CH:43]=[C:44]([Cl:47])[CH:45]=[CH:46][C:16]=1[CH2:15][NH:14][C:12](=[O:13])[O:11][C:7]([CH3:10])([CH3:9])[CH3:8])=[O:21], predict the reactants needed to synthesize it. The reactants are: N1CCCCC1.[C:7]([O:11][C:12]([NH:14][CH2:15][C:16]1[CH:46]=[CH:45][C:44]([Cl:47])=[CH:43][C:17]=1[CH2:18][NH:19][C:20]([C@@H:22]1[CH2:25][CH2:24][N:23]1C(OCC1C2C=CC=CC=2C2C1=CC=CC=2)=O)=[O:21])=[O:13])([CH3:10])([CH3:9])[CH3:8].